Dataset: Full USPTO retrosynthesis dataset with 1.9M reactions from patents (1976-2016). Task: Predict the reactants needed to synthesize the given product. (1) The reactants are: [Cl:1][C:2]1[CH:17]=[CH:16][CH:15]=[CH:14][C:3]=1[C:4]([NH:6][NH:7][C:8]([NH:10][CH:11]1[CH2:13][CH2:12]1)=[O:9])=O.Cl. Given the product [Cl:1][C:2]1[CH:17]=[CH:16][CH:15]=[CH:14][C:3]=1[C:4]1[N:10]([CH:11]2[CH2:13][CH2:12]2)[C:8](=[O:9])[NH:7][N:6]=1, predict the reactants needed to synthesize it. (2) Given the product [CH2:1]([O:4][C:5]1[CH:6]=[CH:7][C:8]2[N:9]([N:10]=1)[C:13]1[CH2:21][C:20]3[C:15]([C:14]=1[N:11]=2)=[CH:16][CH:17]=[CH:18][CH:19]=3)[CH2:2][CH3:3], predict the reactants needed to synthesize it. The reactants are: [CH2:1]([O:4][C:5]1[N:10]=[N:9][C:8]([NH2:11])=[CH:7][CH:6]=1)[CH2:2][CH3:3].Br[CH:13]1[CH2:21][C:20]2[C:15](=[CH:16][CH:17]=[CH:18][CH:19]=2)[C:14]1=O.C(=O)(O)[O-].[Na+]. (3) Given the product [NH2:18][C:15]1[CH:16]=[CH:17][C:12]2[O:11][CH:10]([CH2:21][C:22]([O:24][CH3:25])=[O:23])[CH2:9][N:8]([CH2:1][C:2]3[CH:3]=[CH:4][CH:5]=[CH:6][CH:7]=3)[C:13]=2[CH:14]=1, predict the reactants needed to synthesize it. The reactants are: [CH2:1]([N:8]1[C:13]2[CH:14]=[C:15]([N+:18]([O-])=O)[CH:16]=[CH:17][C:12]=2[O:11][CH:10]([CH2:21][C:22]([O:24][CH3:25])=[O:23])[CH2:9]1)[C:2]1[CH:7]=[CH:6][CH:5]=[CH:4][CH:3]=1. (4) Given the product [CH3:12][O:11][C:8]1[CH:9]=[CH:10][C:5]([C:3]2[N:16]=[C:13]([CH3:14])[O:15][CH:2]=2)=[CH:6][CH:7]=1, predict the reactants needed to synthesize it. The reactants are: Br[CH2:2][C:3]([C:5]1[CH:10]=[CH:9][C:8]([O:11][CH3:12])=[CH:7][CH:6]=1)=O.[C:13]([NH2:16])(=[O:15])[CH3:14].